Dataset: Catalyst prediction with 721,799 reactions and 888 catalyst types from USPTO. Task: Predict which catalyst facilitates the given reaction. (1) Reactant: [C:1]([C:4]1[CH:5]=[CH:6][C:7]([N:10]2[N:14]=[CH:13][CH:12]=[N:11]2)=[N:8][CH:9]=1)(=[O:3])[CH3:2].[Br:15][Si](C)(C)C.O.BrN1C(=O)CCC1=O. Product: [Br:15][CH2:2][C:1]([C:4]1[CH:5]=[CH:6][C:7]([N:10]2[N:14]=[CH:13][CH:12]=[N:11]2)=[N:8][CH:9]=1)=[O:3]. The catalyst class is: 236. (2) Reactant: Br[C:2]1[CH:3]=[C:4]2[C:9](=[CH:10][CH:11]=1)[CH2:8][CH:7]([N:12]([CH2:20][C:21]1[N:26]=[CH:25][C:24]3[O:27][CH2:28][CH2:29][O:30][C:23]=3[CH:22]=1)[C:13](=[O:19])[O:14][C:15]([CH3:18])([CH3:17])[CH3:16])[CH2:6][CH2:5]2.[C:31](=[NH:44])([C:38]1[CH:43]=[CH:42][CH:41]=[CH:40][CH:39]=1)[C:32]1[CH:37]=[CH:36][CH:35]=[CH:34][CH:33]=1.CC(C)([O-])C.[Na+]. Product: [O:30]1[C:23]2[CH:22]=[C:21]([CH2:20][N:12]([CH:7]3[CH2:6][CH2:5][C:4]4[C:9](=[CH:10][CH:11]=[C:2]([N:44]=[C:31]([C:32]5[CH:37]=[CH:36][CH:35]=[CH:34][CH:33]=5)[C:38]5[CH:43]=[CH:42][CH:41]=[CH:40][CH:39]=5)[CH:3]=4)[CH2:8]3)[C:13](=[O:19])[O:14][C:15]([CH3:16])([CH3:17])[CH3:18])[N:26]=[CH:25][C:24]=2[O:27][CH2:28][CH2:29]1. The catalyst class is: 110.